The task is: Predict the product of the given reaction.. This data is from Forward reaction prediction with 1.9M reactions from USPTO patents (1976-2016). (1) Given the reactants [OH-].[K+].[C:3]([C:6]1[CH:11]=[CH:10][CH:9]=[CH:8][CH:7]=1)(=[O:5])[CH3:4], predict the reaction product. The product is: [C:6]1([C@H:3]([OH:5])[CH3:4])[CH:11]=[CH:10][CH:9]=[CH:8][CH:7]=1. (2) Given the reactants ClC1C=C(CCNC(=O)C2C=CC(C(O)(C(F)(F)F)C(F)(F)F)=CC=2)C=CC=1Cl.[Cl:30][C:31]1[CH:32]=[C:33]([CH:37]=[CH:38][C:39]=1[C:40]([F:43])([F:42])[F:41])[C:34]([OH:36])=O.[F:44][C:45]([F:56])([F:55])[C:46]1[CH:47]=[C:48]([CH2:52][CH2:53][NH2:54])[CH:49]=[CH:50][CH:51]=1, predict the reaction product. The product is: [Cl:30][C:31]1[CH:32]=[C:33]([CH:37]=[CH:38][C:39]=1[C:40]([F:43])([F:42])[F:41])[C:34]([NH:54][CH2:53][CH2:52][C:48]1[CH:49]=[CH:50][CH:51]=[C:46]([C:45]([F:44])([F:55])[F:56])[CH:47]=1)=[O:36].